This data is from Forward reaction prediction with 1.9M reactions from USPTO patents (1976-2016). The task is: Predict the product of the given reaction. (1) The product is: [CH3:1][O:2][C:3](=[O:32])[C@H:4]([NH:21][C:22]([O:24][CH2:25][C:26]1[CH:27]=[CH:28][CH:29]=[CH:30][CH:31]=1)=[O:23])[CH2:5][C:6]1[C:7]([CH2:16][OH:17])=[C:8]2[C:12](=[C:13]([Cl:15])[CH:14]=1)[NH:11][N:10]=[CH:9]2. Given the reactants [CH3:1][O:2][C:3](=[O:32])[C@H:4]([NH:21][C:22]([O:24][CH2:25][C:26]1[CH:31]=[CH:30][CH:29]=[CH:28][CH:27]=1)=[O:23])[CH2:5][C:6]1[C:7]([CH2:16][O:17]C(=O)C)=[C:8]2[C:12](=[C:13]([Cl:15])[CH:14]=1)[NH:11][N:10]=[CH:9]2.COC(=O)[C@H](NC(OCC1C=CC=CC=1)=O)CC1C=CC(NC(OC(C)(C)C)=O)=C(C)C=1CO, predict the reaction product. (2) Given the reactants [Br:1][C:2]1[CH:3]=[C:4]([CH:7]=[CH:8][C:9]=1[OH:10])[CH:5]=[O:6].[N+:11]([O-])([OH:13])=[O:12].N([O-])=O.[Na+], predict the reaction product. The product is: [Br:1][C:2]1[CH:3]=[C:4]([CH:7]=[C:8]([N+:11]([O-:13])=[O:12])[C:9]=1[OH:10])[CH:5]=[O:6]. (3) Given the reactants [CH3:1]C(C)([O-])C.[K+].[C:7]([C:10]1[N:15]=[C:14]([CH2:16][N:17]2[CH2:21][CH2:20][N:19]([C@@H:22]([C:30]([CH3:33])([CH3:32])[CH3:31])[C:23]([O:25][C:26]([CH3:29])([CH3:28])[CH3:27])=[O:24])[C:18]2=[O:34])[CH:13]=[CH:12][CH:11]=1)(=O)[CH3:8], predict the reaction product. The product is: [C:7]([C:10]1[N:15]=[C:14]([CH2:16][N:17]2[CH2:21][CH2:20][N:19]([C@@H:22]([C:30]([CH3:33])([CH3:31])[CH3:32])[C:23]([O:25][C:26]([CH3:27])([CH3:29])[CH3:28])=[O:24])[C:18]2=[O:34])[CH:13]=[CH:12][CH:11]=1)([CH3:1])=[CH2:8]. (4) Given the reactants [CH2:1]([N:3](CC)CC)[CH3:2].[CH3:8][O:9][C:10]1[CH:11]=[C:12]2[C:17](=[CH:18][CH:19]=1)[CH:16]=[C:15]([C:20]1[C:28]3[C:23](=[CH:24][CH:25]=[C:26]([C:29](O)=[O:30])[CH:27]=3)[N:22]([CH:32]3[CH2:37][CH2:36][CH2:35][CH2:34][O:33]3)[N:21]=1)[CH:14]=[CH:13]2.C1C=CC2N(O)N=NC=2C=1.CCN=C=NCCCN(C)C.Cl.C(N)C.[OH-].[Na+], predict the reaction product. The product is: [CH2:1]([NH:3][C:29]([C:26]1[CH:27]=[C:28]2[C:23](=[CH:24][CH:25]=1)[N:22]([CH:32]1[CH2:37][CH2:36][CH2:35][CH2:34][O:33]1)[N:21]=[C:20]2[C:15]1[CH:14]=[CH:13][C:12]2[C:17](=[CH:18][CH:19]=[C:10]([O:9][CH3:8])[CH:11]=2)[CH:16]=1)=[O:30])[CH3:2].